From a dataset of NCI-60 drug combinations with 297,098 pairs across 59 cell lines. Regression. Given two drug SMILES strings and cell line genomic features, predict the synergy score measuring deviation from expected non-interaction effect. (1) Drug 1: CC(CN1CC(=O)NC(=O)C1)N2CC(=O)NC(=O)C2. Drug 2: C1=NC2=C(N1)C(=S)N=C(N2)N. Cell line: OVCAR-5. Synergy scores: CSS=47.4, Synergy_ZIP=-6.49, Synergy_Bliss=-4.88, Synergy_Loewe=-2.69, Synergy_HSA=0.547. (2) Drug 1: CC1=C(N=C(N=C1N)C(CC(=O)N)NCC(C(=O)N)N)C(=O)NC(C(C2=CN=CN2)OC3C(C(C(C(O3)CO)O)O)OC4C(C(C(C(O4)CO)O)OC(=O)N)O)C(=O)NC(C)C(C(C)C(=O)NC(C(C)O)C(=O)NCCC5=NC(=CS5)C6=NC(=CS6)C(=O)NCCC[S+](C)C)O. Drug 2: CC12CCC3C(C1CCC2O)C(CC4=C3C=CC(=C4)O)CCCCCCCCCS(=O)CCCC(C(F)(F)F)(F)F. Cell line: SF-268. Synergy scores: CSS=11.2, Synergy_ZIP=-11.9, Synergy_Bliss=-16.0, Synergy_Loewe=-26.8, Synergy_HSA=-15.1.